Dataset: Forward reaction prediction with 1.9M reactions from USPTO patents (1976-2016). Task: Predict the product of the given reaction. Given the reactants [Br:1][C:2]1[CH:10]=[CH:9][CH:8]=[C:7]2[C:3]=1[CH:4]=[C:5]([C:11]([OH:13])=O)[NH:6]2.CC[N:16](C(C)C)C(C)C.[C:23]([O:27][C:28](=[O:36])NC1CCNCC1)([CH3:26])([CH3:25])[CH3:24].C1CN([P+](ON2N=[N:61][C:56]3[CH:57]=[CH:58][CH:59]=[CH:60]C2=3)(N2CCCC2)N2CCCC2)CC1.F[P-](F)(F)(F)(F)F.[OH-].[Na+], predict the reaction product. The product is: [C:23]([O:27][C:28]([N:61]1[CH2:56][CH2:57][CH:58]([NH:16][C:11]([C:5]2[NH:6][C:7]3[C:3]([CH:4]=2)=[C:2]([Br:1])[CH:10]=[CH:9][CH:8]=3)=[O:13])[CH2:59][CH2:60]1)=[O:36])([CH3:26])([CH3:25])[CH3:24].